From a dataset of Full USPTO retrosynthesis dataset with 1.9M reactions from patents (1976-2016). Predict the reactants needed to synthesize the given product. (1) Given the product [CH3:24][C:7](=[CH2:6])[CH2:8][N:9]1[CH2:14][CH2:13][N:12]([C:15]2[CH:20]=[CH:19][C:18]([NH2:21])=[CH:17][CH:16]=2)[CH2:11][CH2:10]1, predict the reactants needed to synthesize it. The reactants are: O.O.[Sn](Cl)Cl.[CH3:6][C:7](=[CH2:24])[CH2:8][N:9]1[CH2:14][CH2:13][N:12]([C:15]2[CH:20]=[CH:19][C:18]([N+:21]([O-])=O)=[CH:17][CH:16]=2)[CH2:11][CH2:10]1.CCCCCC. (2) Given the product [CH:25]1[C:12]2[CH:8]([CH2:7][O:6][C:5]([O:4][CH:2]([O:43][C:42]([C:33]3[N:30]4[CH:29]([S:36][CH2:35][C:34]=3[CH2:37][O:38][C:39](=[O:40])[NH2:41])[CH:28]([NH:27][C:25](=[O:26])/[C:19](/[C:20]3[O:24][CH:23]=[CH:22][CH:21]=3)=[N:18]\[O:17][CH3:16])[C:31]4=[O:32])=[O:44])[CH3:3])=[O:15])[C:46]3[C:47](=[CH:42][CH:33]=[CH:34][CH:35]=3)[C:22]=2[CH:21]=[CH:20][CH:19]=1, predict the reactants needed to synthesize it. The reactants are: I[CH:2]([O:4][C:5](=[O:15])[O:6][CH2:7][CH:8]1[CH2:12]OC(C)(C)O1)[CH3:3].[CH3:16][O:17]/[N:18]=[C:19](\[C:25]([NH:27][C@@H:28]1[C:31](=[O:32])[N:30]2[C:33]([C:42]([OH:44])=[O:43])=[C:34]([CH2:37][O:38][C:39]([NH2:41])=[O:40])[CH2:35][S:36][C@H:29]12)=[O:26])/[C:20]1[O:24][CH:23]=[CH:22][CH:21]=1.[Na].[CH3:46][C:47](N(C)C)=O. (3) Given the product [CH:33]1([C:24]2([OH:27])[CH2:25][CH2:26][N:21]([C:18]3[C:17]([CH3:28])=[CH:16][C:15]([C:6]4[C:5]5[C:10](=[CH:11][C:12]([O:13][CH3:14])=[C:3]([O:2][CH3:1])[CH:4]=5)[N:9]=[N:8][CH:7]=4)=[CH:20][N:19]=3)[CH2:22][CH2:23]2)[CH2:35][CH2:34]1, predict the reactants needed to synthesize it. The reactants are: [CH3:1][O:2][C:3]1[CH:4]=[C:5]2[C:10](=[CH:11][C:12]=1[O:13][CH3:14])[N:9]=[N:8][CH:7]=[C:6]2[C:15]1[CH:16]=[C:17]([CH3:28])[C:18]([N:21]2[CH2:26][CH2:25][C:24](=[O:27])[CH2:23][CH2:22]2)=[N:19][CH:20]=1.[Cl-].[Ce+3].[Cl-].[Cl-].[CH:33]1([Mg]Br)[CH2:35][CH2:34]1. (4) Given the product [NH2:17][C@H:16]([CH2:20][OH:19])[CH2:15][CH2:14][C:13]1[C:12]([F:30])=[CH:11][N:10]=[CH:9][C:8]=1[NH:7][C:5](=[O:6])[C@@H:4]([N:1]=[N+:2]=[N-:3])[C@H:31]([C:39]1[CH:44]=[C:43]([F:45])[CH:42]=[C:41]([F:46])[CH:40]=1)[C:32]1[CH:33]=[CH:34][C:35]([F:38])=[CH:36][CH:37]=1, predict the reactants needed to synthesize it. The reactants are: [N:1]([C@@H:4]([C@H:31]([C:39]1[CH:44]=[C:43]([F:45])[CH:42]=[C:41]([F:46])[CH:40]=1)[C:32]1[CH:37]=[CH:36][C:35]([F:38])=[CH:34][CH:33]=1)[C:5]([NH:7][C:8]1[CH:9]=[N:10][CH:11]=[C:12]([F:30])[C:13]=1[CH2:14][CH2:15][C@H:16]1[CH2:20][O:19]C(C)(C)[N:17]1C(OC(C)(C)C)=O)=[O:6])=[N+:2]=[N-:3].FC(F)(F)C(O)=O.O.